This data is from Forward reaction prediction with 1.9M reactions from USPTO patents (1976-2016). The task is: Predict the product of the given reaction. (1) Given the reactants [Cl:1][C:2]1[CH:3]=[C:4]([C@@:9]23[CH2:14][C@@H:13]2[CH2:12][C:11](=O)[CH2:10]3)[CH:5]=[CH:6][C:7]=1[Cl:8].C([O-])(=O)C.[NH4+].C([BH3-])#[N:22].[Na+].C(OCC)(=O)C.CO.C(N(CC)CC)C, predict the reaction product. The product is: [Cl:1][C:2]1[CH:3]=[C:4]([C@@:9]23[CH2:14][C@@H:13]2[CH2:12][CH:11]([NH2:22])[CH2:10]3)[CH:5]=[CH:6][C:7]=1[Cl:8]. (2) The product is: [OH:27][CH2:26][C@@H:8]([NH:7][C:2]([NH:1][CH:4]([CH3:6])[CH3:5])=[O:3])[CH2:9][C:10]1[CH:11]=[C:12]([I:25])[C:13]([O:14][C:15]2[CH:16]=[CH:17][C:18]([OH:21])=[CH:19][CH:20]=2)=[C:22]([I:24])[CH:23]=1. Given the reactants [N:1]([CH:4]([CH3:6])[CH3:5])=[C:2]=[O:3].[NH2:7][C@H:8]([CH2:26][OH:27])[CH2:9][C:10]1[CH:23]=[C:22]([I:24])[C:13]([O:14][C:15]2[CH:20]=[CH:19][C:18]([OH:21])=[CH:17][CH:16]=2)=[C:12]([I:25])[CH:11]=1.CN(C=O)C.O, predict the reaction product. (3) Given the reactants [CH3:1][C:2]1[CH:3]=[C:4]([CH:20]=[CH:21][CH:22]=1)[C:5]([C:18]#[N:19])=[N:6]OS(C1C=CC(C)=CC=1)(=O)=O.CO.[SH:25][CH2:26][C:27]([O:29][CH2:30][CH3:31])=[O:28], predict the reaction product. The product is: [NH2:19][C:18]1[C:5]([C:4]2[CH:3]=[C:2]([CH3:1])[CH:22]=[CH:21][CH:20]=2)=[N:6][S:25][C:26]=1[C:27]([O:29][CH2:30][CH3:31])=[O:28]. (4) Given the reactants [Si]([O:18][CH2:19][CH2:20][CH:21]([C:30]1[N:31]=[N:32][N:33]([CH:38]2[CH2:41][CH:40]([CH2:42][CH:43]([CH3:45])[CH3:44])[CH2:39]2)[C:34]=1[CH:35]1[CH2:37][CH2:36]1)[CH2:22][C:23]([O:25][C:26]([CH3:29])([CH3:28])[CH3:27])=[O:24])(C(C)(C)C)(C1C=CC=CC=1)C1C=CC=CC=1.O1CCCC1.[F-].C([N+](CCCC)(CCCC)CCCC)CCC.C(O)(=O)C, predict the reaction product. The product is: [CH:35]1([C:34]2[N:33]([CH:38]3[CH2:39][CH:40]([CH2:42][CH:43]([CH3:45])[CH3:44])[CH2:41]3)[N:32]=[N:31][C:30]=2[CH:21]([CH2:20][CH2:19][OH:18])[CH2:22][C:23]([O:25][C:26]([CH3:28])([CH3:27])[CH3:29])=[O:24])[CH2:36][CH2:37]1. (5) Given the reactants [CH3:1][C:2]1([C:17]2[CH:18]=[C:19]([NH:23][S:24]([CH3:27])(=[O:26])=[O:25])[CH:20]=[CH:21][CH:22]=2)[CH:7]2[CH:3]1[CH2:4][N:5]([CH2:8][CH2:9][CH2:10][C:11]1[CH:16]=[CH:15][CH:14]=[CH:13][CH:12]=1)[CH2:6]2.[C:28]([OH:37])(=[O:36])[C@@H:29]([C@H:31]([C:33]([OH:35])=[O:34])[OH:32])[OH:30], predict the reaction product. The product is: [C:33]([C@@H:31]([C@H:29]([C:28]([OH:37])=[O:36])[OH:30])[OH:32])([OH:35])=[O:34].[CH3:1][C:2]1([C:17]2[CH:18]=[C:19]([NH:23][S:24]([CH3:27])(=[O:26])=[O:25])[CH:20]=[CH:21][CH:22]=2)[CH:7]2[CH:3]1[CH2:4][N:5]([CH2:8][CH2:9][CH2:10][C:11]1[CH:16]=[CH:15][CH:14]=[CH:13][CH:12]=1)[CH2:6]2.